Dataset: Reaction yield outcomes from USPTO patents with 853,638 reactions. Task: Predict the reaction yield, written as a fraction of the theoretical maximum amount of product (1.0 means a 100% yield; for example, 0.34 means a 34% yield). The reactants are Br.[NH2:2][C:3]1[C:4]([OH:18])=[C:5]([C:9]2[CH:14]=[CH:13][CH:12]=[C:11]([C:15]([OH:17])=[O:16])[CH:10]=2)[CH:6]=[CH:7][CH:8]=1.[N:19]([O-])=O.[Na+].[CH3:23][C:24]1([CH3:40])[CH2:32][C:31]2[C:26](=[CH:27][CH:28]=[C:29]([N:33]3[C:37](=[O:38])[CH2:36][C:35]([CH3:39])=[N:34]3)[CH:30]=2)[CH2:25]1.C(=O)(O)[O-].[Na+]. The catalyst is Cl. The product is [CH3:23][C:24]1([CH3:40])[CH2:32][C:31]2[C:26](=[CH:27][CH:28]=[C:29]([N:33]3[C:37](=[O:38])[C:36](=[N:19][NH:2][C:3]4[C:4]([OH:18])=[C:5]([C:9]5[CH:14]=[CH:13][CH:12]=[C:11]([C:15]([OH:17])=[O:16])[CH:10]=5)[CH:6]=[CH:7][CH:8]=4)[C:35]([CH3:39])=[N:34]3)[CH:30]=2)[CH2:25]1. The yield is 0.0760.